From a dataset of Forward reaction prediction with 1.9M reactions from USPTO patents (1976-2016). Predict the product of the given reaction. (1) Given the reactants [C:1]([O:9][CH2:10][CH2:11][O:12][CH2:13][CH2:14][N:15]1[C:23]2[C:22](Cl)=[N:21][CH:20]=[N:19][C:18]=2[CH:17]=[CH:16]1)(=[O:8])[C:2]1[CH:7]=[CH:6][CH:5]=[CH:4][CH:3]=1.[Cl:25][C:26]1[CH:27]=[C:28]([CH:30]=[CH:31][C:32]=1[O:33][CH2:34][C:35]1[CH:40]=[CH:39][CH:38]=[C:37]([F:41])[CH:36]=1)[NH2:29], predict the reaction product. The product is: [C:1]([O:9][CH2:10][CH2:11][O:12][CH2:13][CH2:14][N:15]1[C:23]2[C:22]([NH:29][C:28]3[CH:30]=[CH:31][C:32]([O:33][CH2:34][C:35]4[CH:40]=[CH:39][CH:38]=[C:37]([F:41])[CH:36]=4)=[C:26]([Cl:25])[CH:27]=3)=[N:21][CH:20]=[N:19][C:18]=2[CH:17]=[CH:16]1)(=[O:8])[C:2]1[CH:7]=[CH:6][CH:5]=[CH:4][CH:3]=1. (2) Given the reactants [F:1][C:2]([F:18])([F:17])[C:3]1[CH:8]=[CH:7][C:6]([C:9]2[N:14]=[C:13]([CH:15]=[O:16])[CH:12]=[CH:11][CH:10]=2)=[CH:5][CH:4]=1.[Li][CH2:20][CH2:21][CH2:22][CH3:23], predict the reaction product. The product is: [F:18][C:2]([F:17])([F:1])[C:3]1[CH:4]=[CH:5][C:6]([C:9]2[N:14]=[C:13]([CH:15]([OH:16])[CH2:20][CH2:21][CH2:22][CH3:23])[CH:12]=[CH:11][CH:10]=2)=[CH:7][CH:8]=1.